Dataset: Full USPTO retrosynthesis dataset with 1.9M reactions from patents (1976-2016). Task: Predict the reactants needed to synthesize the given product. Given the product [Cl:17][C:18]1[CH:23]=[CH:22][C:21]([C:24]2([C:27]3[N:31]=[C:30]([O:9][C:7]4[C:6]([CH3:10])=[CH:5][C:3]([NH2:4])=[C:2]([CH3:1])[CH:8]=4)[S:29][N:28]=3)[CH2:26][CH2:25]2)=[CH:20][CH:19]=1, predict the reactants needed to synthesize it. The reactants are: [CH3:1][C:2]1[CH:8]=[C:7]([OH:9])[C:6]([CH3:10])=[CH:5][C:3]=1[NH2:4].C(=O)([O-])[O-].[K+].[K+].[Cl:17][C:18]1[CH:23]=[CH:22][C:21]([C:24]2([C:27]3[N:31]=[C:30](S(C4C=CC(C)=CC=4)(=O)=O)[S:29][N:28]=3)[CH2:26][CH2:25]2)=[CH:20][CH:19]=1.